From a dataset of Full USPTO retrosynthesis dataset with 1.9M reactions from patents (1976-2016). Predict the reactants needed to synthesize the given product. The reactants are: Cl.[CH2:2]([O:4][C@H:5]1[CH2:10][CH2:9][CH2:8][CH2:7][C@H:6]1[NH2:11])[CH3:3].[C:12](Cl)(Cl)=[O:13].Cl.[CH3:17][N:18]1[CH2:23][CH2:22][N:21]([C:24]2[CH:29]=[C:28]([C:30]3[CH:39]=[C:38]4[C:33]([CH2:34][CH2:35][NH:36][CH2:37]4)=[CH:32][CH:31]=3)[N:27]=[C:26]([NH2:40])[N:25]=2)[CH2:20][CH2:19]1. Given the product [NH2:40][C:26]1[N:27]=[C:28]([C:30]2[CH:39]=[C:38]3[C:33]([CH2:34][CH2:35][N:36]([C:12]([NH:11][C@@H:6]4[CH2:7][CH2:8][CH2:9][CH2:10][C@@H:5]4[O:4][CH2:2][CH3:3])=[O:13])[CH2:37]3)=[CH:32][CH:31]=2)[CH:29]=[C:24]([N:21]2[CH2:20][CH2:19][N:18]([CH3:17])[CH2:23][CH2:22]2)[N:25]=1, predict the reactants needed to synthesize it.